This data is from Reaction yield outcomes from USPTO patents with 853,638 reactions. The task is: Predict the reaction yield, written as a fraction of the theoretical maximum amount of product (1.0 means a 100% yield; for example, 0.34 means a 34% yield). (1) The reactants are COC(C1C=C(C2C=CN(S(C3C=CC=CC=3)(=O)=O)C=2)N(C2N=NC(Cl)=CC=2)N=1)=O.C[O:32][C:33]([C:35]1[CH:39]=[C:38]([C:40]2[CH:44]=[CH:43][N:42](S(C3C=CC=CC=3)(=O)=O)[CH:41]=2)[N:37]([C:54]2[N:55]=[N:56][C:57]([O:60][CH3:61])=[CH:58][CH:59]=2)[N:36]=1)=[O:34].C[O-].[Na+].[OH-].[Na+].Cl. The catalyst is CO.O1CCCC1. The product is [CH3:61][O:60][C:57]1[N:56]=[N:55][C:54]([N:37]2[C:38]([C:40]3[CH:44]=[CH:43][NH:42][CH:41]=3)=[CH:39][C:35]([C:33]([OH:34])=[O:32])=[N:36]2)=[CH:59][CH:58]=1. The yield is 0.800. (2) The reactants are [Cl:1][C:2]1[CH:3]=[N:4][N:5]([CH3:31])[C:6]=1[C:7]1[CH:17]=[C:16]([NH:18][C:19](=[O:30])[C:20]2[CH:25]=[CH:24][CH:23]=[C:22]([C:26]([F:29])([F:28])[F:27])[CH:21]=2)[CH:15]=[CH:14][C:8]=1[O:9][CH2:10][C:11](O)=[O:12].C(N(CC)C(C)C)(C)C.CN(C(ON1N=NC2C=CC=CC1=2)=[N+](C)C)C.F[P-](F)(F)(F)(F)F.[CH3:65][O:66][CH2:67][CH2:68][NH2:69]. The catalyst is ClCCl.C(OCC)(=O)C. The product is [Cl:1][C:2]1[CH:3]=[N:4][N:5]([CH3:31])[C:6]=1[C:7]1[CH:17]=[C:16]([NH:18][C:19](=[O:30])[C:20]2[CH:25]=[CH:24][CH:23]=[C:22]([C:26]([F:27])([F:28])[F:29])[CH:21]=2)[CH:15]=[CH:14][C:8]=1[O:9][CH2:10][C:11]([NH:69][CH2:68][CH2:67][O:66][CH3:65])=[O:12]. The yield is 0.840. (3) The reactants are C(OC([C:6]1[C:7](=[O:26])[N:8]([CH2:18][C:19]2[CH:24]=[CH:23][C:22]([F:25])=[CH:21][CH:20]=2)[C@@H:9]2[C@H:14]([C:15]=1[OH:16])[C@@H:13]1[CH2:17][C@H:10]2[CH2:11][CH2:12]1)=O)C.S(=O)(=O)(O)O. The catalyst is O1CCOCC1. The product is [F:25][C:22]1[CH:21]=[CH:20][C:19]([CH2:18][N:8]2[C:7](=[O:26])[CH:6]=[C:15]([OH:16])[C@H:14]3[C@@H:9]2[C@H:10]2[CH2:17][C@@H:13]3[CH2:12][CH2:11]2)=[CH:24][CH:23]=1. The yield is 0.540. (4) The reactants are [O:1]=[C:2]1[N:11]([C:12]2[CH:17]=[CH:16][C:15]([NH:18][C:19]([NH:21][S:22]([C:25]3[S:26][C:27]([N+:30]([O-])=O)=[CH:28][CH:29]=3)(=[O:24])=[O:23])=[O:20])=[CH:14][CH:13]=2)[C:10](=[O:33])[C:9]2[C:4](=[CH:5][CH:6]=[CH:7][CH:8]=2)[NH:3]1.C(N(CC)CC)C. The catalyst is CO.[Pd]. The product is [NH2:30][C:27]1[S:26][C:25]([S:22]([NH:21][C:19]([NH:18][C:15]2[CH:16]=[CH:17][C:12]([N:11]3[C:10](=[O:33])[C:9]4[C:4](=[CH:5][CH:6]=[CH:7][CH:8]=4)[NH:3][C:2]3=[O:1])=[CH:13][CH:14]=2)=[O:20])(=[O:23])=[O:24])=[CH:29][CH:28]=1. The yield is 0.330. (5) The reactants are [Na:1].[N:2]1[C:10]([NH2:11])=[C:9]2[C:5]([N:6](C([C@@H]([C@H](CO)OCP(O)(O)=O)O)=O)[CH:7]=[N:8]2)=[N:4][CH:3]=1.N1C(N)=C2C(N([C:35]([CH2:37][C@H:38]([CH2:51][OH:52])[O:39][CH2:40][P:41]([O:47]C(C)C)([O:43]C(C)C)=[O:42])=[O:36])C=N2)=NC=1. No catalyst specified. The product is [Na:1].[N:2]1([C:35]([CH2:37][C@H:38]([CH2:51][OH:52])[O:39][CH2:40][P:41]([OH:43])([OH:47])=[O:42])=[O:36])[C:10]([NH2:11])=[C:9]2[C:5](=[N:6][CH:7]=[N:8]2)[N:4]=[CH:3]1. The yield is 0.430. (6) The reactants are [NH:1]1[CH:5]=[C:4]([CH:6]=[O:7])[N:3]=[CH:2]1.[H-].[Na+].[CH3:10][Si:11]([CH3:18])([CH3:17])[CH2:12][CH2:13][O:14][CH2:15]Cl. The catalyst is CN(C)C=O. The product is [CH3:10][Si:11]([CH3:18])([CH3:17])[CH2:12][CH2:13][O:14][CH2:15][N:1]1[CH:5]=[C:4]([CH:6]=[O:7])[N:3]=[CH:2]1. The yield is 0.770. (7) The reactants are [C:1]1([N:7]2[C:12](=[O:13])[C:11]3[S:14][CH:15]=[C:16]([C:17]4[CH:22]=[CH:21][CH:20]=[CH:19][CH:18]=4)[C:10]=3[N:9]=[CH:8]2)[CH:6]=[CH:5][CH:4]=[CH:3][CH:2]=1.NC1C(C2C=CC=C[C:30]=2[O:35]C)=CSC=1C(OC)=O.[CH:41](OCC)(OCC)[O:42]CC.COC1C=CC(N)=CC=1. The catalyst is C(O)(=O)C. The product is [CH3:30][O:35][C:22]1[CH:21]=[CH:20][CH:19]=[CH:18][C:17]=1[C:16]1[C:10]2[N:9]=[CH:8][N:7]([C:1]3[CH:6]=[CH:5][C:4]([O:42][CH3:41])=[CH:3][CH:2]=3)[C:12](=[O:13])[C:11]=2[S:14][CH:15]=1. The yield is 0.567. (8) The reactants are [CH3:1][O:2][C:3]1[CH:8]=[C:7]([C:9]2[O:10][C:11]3[CH:21]=[C:20]([N:22]([CH3:27])[S:23]([CH3:26])(=[O:25])=[O:24])[C:19](B4OC(C)(C)C(C)(C)O4)=[CH:18][C:12]=3[C:13]=2[C:14]([NH:16][CH3:17])=[O:15])[CH:6]=[CH:5][N:4]=1.Cl[C:38]1[CH:39]=[CH:40][C:41]2[O:54][CH2:53][N:44]3[C:45]4[CH:46]=[CH:47][CH:48]=[C:49]([F:52])[C:50]=4[CH:51]=[C:43]3[C:42]=2[N:55]=1.C([O-])([O-])=O.[Na+].[Na+].CC(C1C=C(C(C)C)C(C2C=CC=CC=2P(C2CCCCC2)C2CCCCC2)=C(C(C)C)C=1)C. The catalyst is O1CCOCC1.O.C1C=CC(/C=C/C(/C=C/C2C=CC=CC=2)=O)=CC=1.C1C=CC(/C=C/C(/C=C/C2C=CC=CC=2)=O)=CC=1.C1C=CC(/C=C/C(/C=C/C2C=CC=CC=2)=O)=CC=1.[Pd].[Pd]. The product is [F:52][C:49]1[C:50]2[CH:51]=[C:43]3[C:42]4[N:55]=[C:38]([C:19]5[C:20]([N:22]([CH3:27])[S:23]([CH3:26])(=[O:24])=[O:25])=[CH:21][C:11]6[O:10][C:9]([C:7]7[CH:6]=[CH:5][N:4]=[C:3]([O:2][CH3:1])[CH:8]=7)=[C:13]([C:14]([NH:16][CH3:17])=[O:15])[C:12]=6[CH:18]=5)[CH:39]=[CH:40][C:41]=4[O:54][CH2:53][N:44]3[C:45]=2[CH:46]=[CH:47][CH:48]=1. The yield is 0.480.